This data is from Human Reference Interactome with 51,813 positive PPI pairs across 8,248 proteins, plus equal number of experimentally-validated negative pairs. The task is: Binary Classification. Given two protein amino acid sequences, predict whether they physically interact or not. (1) Protein 1 (ENSG00000103275) has sequence MSGIALSRLAQERKAWRKDHPFGFVAVPTKNPDGTMNLMNWECAIPGKKGTPWEGGLFKLRMLFKDDYPSSPPKCKFEPPLFHPNVYPSGTVCLSILEEDKDWRPAITIKQILLGIQELLNEPNIQDPAQAEAYTIYCQNRVEYEKRVRAQAKKFAPS*MSGIALSRLAQERKAWRKDHPFGFVAVPTKNPDGTMNLMNWECAIPGKKGTPWEGGLFKLRMLFKDDYPSSPPKCKFEPPLFHPNVYPSGTVCLSILEEDKDWRPAITIKQILLGIQELLNEPNIQDPAQAEAYTIYWLVA.... Protein 2 (ENSG00000174992) has sequence MLTVALLALLCASASGNAIQARSSSYSGEYGGGGGKRFSHSGNQLDGPITALRVRVNTYYIVGLQVRYGKVWSDYVGGRNGDLEEIFLHPGESVIQVSGKYKWYLKKLVFVTDKGRYLSFGKDSGTSFNAVPLHPNTVLRFISGRSGSLIDAIGLHWDVYPSSCSRC*. Result: 1 (the proteins interact). (2) Protein 1 (ENSG00000117411) has sequence MAVEVQEQWPCLPAAGCPGPLGGPVAACGMSRLLGGTLERVCKAVLLLCLLHFLVAVILYFDVYAQHLAFFSRFSARGPAHALHPAASSSSSSSNCSRPNATASSSGLPEVPSALPGPTAPTLPPCPDSPPGLVGRLLIEFTSPMPLERVQRENPGVLMGGRYTPPDCTPAQTVAVIIPFRHREHHLRYWLHYLHPILRRQRLRYGVYVINQHGEDTFNRAKLLNVGFLEALKEDAAYDCFIFSDVDLVPMDDRNLYRCGDQPRHFAIAMDKFGFRLPYAGYFGGVSGLSKAQFLRINGF.... Protein 2 (ENSG00000160326) has sequence MQEPLLGAEGPDYDTFPEKPPPSPGDRARVGTLQNKRVFLATFAAVLGNFSFGYALVYTSPVIPALERSLDPDLHLTKSQASWFGSVFTLGAAAGGLSAMILNDLLGRKLSIMFSAVPSAAGYALMAGAHGLWMLLLGRTLTGFAGGLTAACIPVYVSEIAPPGVRGALGATPQLMAVFGSLSLYALGLLLPWRWLAVAGEAPVLIMILLLSFMPNSPRFLLSRGRDEEALRALAWLRGTDVDVHWEFEQIQDNVRRQSSRVSWAEARAPHVCRPITVALLMRLLQQLTGITPILVYLQS.... Result: 0 (the proteins do not interact). (3) Protein 1 (ENSG00000179841) has sequence METTISEIHVENKDEKRSAEGSPGAERQKEKASMLCFKRRKKAAKALKPKAGSEAADVARKCPQEAGASDQPEPTRGAWASLKRLVTRRKRSESSKQQKPLEGEMQPAINAEDADLSKKKAKSRLKIPCIKFPRGPKRSNHSKIIEDSDCSIKVQEEAEILDIQTQTPLNDQATKAKSTQDLSEGISRKDGDEVCESNVSNSTTSGEKVISVELGLDNGHSAIQTGTLILEEIETIKEKQDVQPQQASPLETSETDHQQPVLSDVPPLPAIPDQQIVEEASNSTLESAPNGKDYESTEIV.... Protein 2 (ENSG00000179826) has sequence MDSTIPVLGTELTPINGREETPCYKQTLSFTGLTCIVSLVALTGNAVVLWLLGCRMRRNAVSIYILNLVAADFLFLSGHIICSPLRLINIRHPISKILSPVMTFPYFIGLSMLSAISTERCLSILWPIWYHCRRPRYLSSVMCVLLWALSLLRSILEWMFCDFLFSGANSVWCETSDFITIAWLVFLCVVLCGSSLVLLVRILCGSRKMPLTRLYVTILLTVLVFLLCGLPFGIQWALFSRIHLDWKVLFCHVHLVSIFLSALNSSANPIIYFFVGSFRQRQNRQNLKLVLQRALQDTPE.... Result: 0 (the proteins do not interact). (4) Protein 1 (ENSG00000120802) has sequence MPEFLEDPSVLTKDKLKSELVANNVTLPAGEQRKDVYVQLYLQHLTARNRPPLPAGTNSKGPPDFSSDEEREPTPVLGSGAAAAGRSRAAVGRKATKKTDKPRQEDKDDLDVTELTNEDLLDQLVKYGVNPGPIVGTTRKLYEKKLLKLREQGTESRSSTPLPTISSSAENTRQNGSNDSDRYSDNEEDSKIELKLEKREPLKGRAKTPVTLKQRRVEHNQVSLVLLPPCTGINNLLTTLIHVLAFNG*MPEFLEDPSVLTKDKLKSELVANNVTLPAGEQRKDVYVQLYLQHLTARNRP.... Result: 0 (the proteins do not interact). Protein 2 (ENSG00000086475) has sequence MSTRESFNPESYELDKSFRLTRFTELKGTGCKVPQDVLQKLLESLQENHFQEDEQFLGAVMPRLGIGMDTCVIPLRHGGLSLVQTTDYIYPIVDDPYMMGRIACANVLSDLYAMGVTECDNMLMLLGVSNKMTDRERDKVMPLIIQGFKDAAEEAGTSVTGGQTVLNPWIVLGGVATTVCQPNEFIMPDNAVPGDVLVLTKPLGTQVAVAVHQWLDIPEKWNKIKLVVTQEDVELAYQEAMMNMARLNRTAAGLMHTFNAHAATDITGFGILGHAQNLAKQQRNEVSFVIHNLPVLAKMA.... (5) Protein 1 (ENSG00000168765) has sequence MSMTLGYWDIRGLAHAIRLLLEYTDSSYEEKKYTMGDAPDYDRSQWLNEKFKLGLDFPNLPYLIDGAHKITQSNAILCYIARKHNLCGETEEEKIRVDILENQAMDVSNQLARVCYSPDFEKLKPEYLEELPTMMQHFSQFLGKRPWFVGDKITFVDFLAYDVLDLHRIFEPNCLDAFPNLKDFISRFEVSCGIM*MSMTLGYWDIRGLAHAIRLLLEYTDSSYEEKKYTMGDAPDYDRSQWLNEKFKLGLDFPNLPYLIDGAHKITQSNAILCYIARKHNLCGETEEEKIRVDILENQA.... Protein 2 (ENSG00000197568) has sequence MFGACYKQPLKPSGSEPPAEECRMTPRHAGCDVTEMQRILSQPTFTEHLLRAVCLVNGKGSLSRPQESILGSLARKNLRRIHRVSLVMCVRPLSPSKAIISPVTCMYTSRWPEASEESQKK*MFGACYKQPLKPSGSEPPAEECRMTPRHAGCDVTEMQRILSQPTFTEHLLRAVLSTERGPYPDPKRAFLDLLQERI*MFGACYKQPLKPSGSEPPAEECRMTPRHAGCDVTEMQRILSQPTFTEHLLRAVCTKLANMYSTSTDCREHCRRGMKAKQLKAEAGRSCQRKGVPIQTPREH.... Result: 0 (the proteins do not interact). (6) Protein 1 (ENSG00000128536) has sequence MQEAIILLALLGAMSGGEALHLILLPATGNVAENSPPGTSVHKFSVKLSASLSPVIPGFPQIVNSNPLTEAFRVNWLSGTYFEVVTTGMEQLDFETGPNIFDLQIYVKDEVGVTDLQVLTVQVTDVNEPPQFQGNLAEGLHLYIVERANPGFIYQVEAFDPEDTSRNIPLSYFLISPPKSFRMSANGTLFSTTELDFEAGHRSFHLIVEVRDSGGLKASTELQVNIVNLNDEVPRFTSPTRVYTVLEELSPGTIVANITAEDPDDEGFPSHLLYSITTVSKYFMINQLTGTIQVAQRIDR.... Protein 2 (ENSG00000124678) has sequence MAPKGILGSFPTAMNLSLEGKVKETVHNAFWDHLKEQLSATPPDFSCALELLKEIKEILLSLLLPRQNRLRIEIEEALDMDLLKQEAEHGALKVLYLSKYVLNMMALLCAPVRDEAVQKLENITDPVWLLRGIFQVLGRMKMDMVNYTIQSLQPHLQEHSIQYERAKFQELLNKQPSLLNHTTKWLTQAAGDLTMSPPTCPDTSDSSSVAGPSPNEAANNPEPLSPTMVLCQGFLNLLLWDLENEEFPETLLMDRTRLQELKSQLHQLTVMASVLLVASSFSGSVLFGSPQFVDKLKRIT.... Result: 0 (the proteins do not interact). (7) Protein 1 (ENSG00000081721) has sequence MLEAPGPSDGCELSNPSASRVSCAGQMLEVQPGLYFGGAAAVAEPDHLREAGITAVLTVDSEEPSFKAGPGVEDLWRLFVPALDKPETDLLSHLDRCVAFIGQARAEGRAVLVHCHAGVSRSVAIITAFLMKTDQLPFEKAYEKLQILKPEAKMNEGFEWQLKLYQAMGYEVDTSSAIYKQYRLQKVTEKYPELQNLPQELFAVDPTTVSQGLKDEVLYKCRKCRRSLFRSSSILDHREGSGPIAFAHKRMTPSSMLTTGRQAQCTSYFIEPVQWMESALLGVMDGQLLCPKCSAKLGSF.... Protein 2 (ENSG00000134480) has sequence MYHNSSQKRHWTFSSEEQLARLRADANRKFRCKAVANGKVLPNDPVFLEPHEEMTLCKYYEKRLLEFCSVFKPAMPRSVVGTACMYFKRFYLNNSVMEYHPRIIMLTCAFLACKVDEFNVSSPQFVGNLRESPLGQEKALEQILEYELLLIQQLNFHLIVHNPYRPFEGFLIDLKTRYPILENPEILRKTADDFLNRIALTDAYLLYTPSQIALTAILSSASRAGITMESYLSESLMLKENRTCLSQLLDIMKSMRNLVKKYEPPRSEEVAVLKQKLERCHSAELALNVITKKRKGYEDD.... Result: 1 (the proteins interact). (8) Protein 1 (ENSG00000181894) has sequence MRLKMTTRNFPEREVPCDVEVERFTREVPCLSSLGDGWDCENQEGHLRQSALTLEKPGTQEAICEYPGFGEHLIASSDLPPSQRVLATNGFHAPDSNVSGLDCDPALPSYPKSYADKRTGDSDACGKGFNHSMEVIHGRNPVREKPYKYPESVKSFNHFTSLGHQKIMKRGKKSYEGKNFENIFTLSSSLNENQRNLPGEKQYRCTECGKCFKRNSSLVLHHRTHTGEKPYTCNECGKSFSKNYNLIVHQRIHTGEKPYECSKCGKAFSDGSALTQHQRIHTGEKPYECLECGKTFNRNS.... Protein 2 (ENSG00000233822) has sequence MPEPSKSAPAPKKGSKKAVTKAQKKDGKKRKRSRKESYSVYVYKVLKQVHPDTGISSKAMGIMNSFVNDIFERIAGEASRLAHYNKRSTITSREIQTAVRLLLPGELAKHAVSEGTKAVTKYTSSK*MPEPSKSAPAPKKGSKKAVTKAQKKDGKKRKRSRKESYSVYVYKVLKQVHPDTGISSKAMGIMNSFVNDIFERIAGEASRLAHYNKRSTITSREIQTAVRLLLPGELAKHAVSEGTKAVTKYTSSKKRKRRFTESIKKAHGFRKLKIWLKLRVSNQSPDDIYIARD*. Result: 0 (the proteins do not interact). (9) Protein 1 (ENSG00000160180) has sequence MLGLVLALLSSSSAEEYVGLSANQCAVPAKDRVDCGYPHVTPKECNNRGCCFDSRIPGVPWCFKPLRKQAECTF*XALLSSSSAEEYVGLSQQGLWQLTGLCLGQLQTSVPCQPRTGWTAATPMSPPRSATTGAAALTPGSLECLGVSSPCRKQNAPSEAPPAAPGRGMRGSEHPCPAVIAARHCSSQLFCPFAPGKRFC*MKRVLSCVPEPTVVMAARALCMLGLVLALLSSSSAEEYVGLSANQCAVPAKDRVDCGYPHVTPKECNNRGCCFDSRIPGVPWCFKPLQEAECTF*. Protein 2 (ENSG00000041357) has sequence MSRRYDSRTTIFSPEGRLYQVEYAMEAIGHAGTCLGILANDGVLLAAERRNIHKLLDEVFFSEKIYKLNEDMACSVAGITSDANVLTNELRLIAQRYLLQYQEPIPCEQLVTALCDIKQAYTQFGGKRPFGVSLLYIGWDKHYGFQLYQSDPSGNYGGWKATCIGNNSAAAVSMLKQDYKEGEMTLKSALALAIKVLNKTMDVSKLSAEKVEIATLTRENGKTVIRVLKQKEVEQLIKKHEEEEAKAEREKKEKEQKEKDK*MACSVAGITSDANVLTNELRLIAQRYLLQYQEPIPCEQ.... Result: 0 (the proteins do not interact).